This data is from Experimentally validated miRNA-target interactions with 360,000+ pairs, plus equal number of negative samples. The task is: Binary Classification. Given a miRNA mature sequence and a target amino acid sequence, predict their likelihood of interaction. (1) The miRNA is hsa-miR-3129-5p with sequence GCAGUAGUGUAGAGAUUGGUUU. The protein sequence of the target gene is MEPAQQPPPQPAPQGPAPPSVSPAGTPAAPPAPPAGHQVVHVRGDSETDLEALFNAVMNPKTANVPQTVPMRLRKLPDSFFKPPEPKSHSRQASTDAGTAGALTPQHVRAHSSPASLQLGAVSPGTLTASGVVSGPAAAPAAQHLRQSSFEIPDDVPLPAGWEMAKTSSGQRYFLNHNDQTTTWQDPRKAMLSQLNVPAPASPAVPQTLMNSASGPLPDGWEQAMTQDGEVYYINHKNKTTSWLDPRLDPRFAMNQRITQSAPVKQPPPLAPQSPQGGVLGGGSSNQQQQIQLQQLQMEK.... Result: 0 (no interaction). (2) The miRNA is hsa-miR-8083 with sequence CAGGACUUGACGGCUGCAACU. The protein sequence of the target gene is MAELPGPFLCGALLGFLCLSGLAVEVKVPTEPLSTPLGKTAELTCTYSTSVGDSFALEWSFVQPGKPISESHPILYFTNGHLYPTGSKSKRVSLLQNPPTVGVATLKLTDVHPSDTGTYLCQVNNPPDFYTNGLGLINLTVLVPPSNPLCSQSGQTSVGGSTALRCSSSEGAPKPVYNWVRLGTFPTPSPGSMVQDEVSGQLILTNLSLTSSGTYRCVATNQMGSASCELTLSVTEPSQGRVAGALIGVLLGVLLLSVAAFCLVRFQKERGKKPKETYGGSDLREDAIAPGISEHTCMRA.... Result: 1 (interaction). (3) Result: 0 (no interaction). The miRNA is cel-miR-795-5p with sequence UGAGGUAGAUUGAUCAGCGAGCUU. The protein sequence of the target gene is MGHRFLRGLLTLLLPPPPLYTRHRMLGPESVPPPKRSRSKLMAPPRIGTHNGTFHCDEALACALLRLLPEYRDAEIVRTRDPEKLASCDIVVDVGGEYDPRRHRYDHHQRSFTETMSSLSPGKPWQTKLSSAGLIYLHFGHKLLAQLLGTSEEDSMVGTLYDKMYENFVEEVDAVDNGISQWAEGEPRYALTTTLSARVARLNPTWNHPDQDTEAGFKRAMDLVQEEFLQRLDFYQHSWLPARALVEEALAQRFQVDPSGEIVELAKGACPWKEHLYHLESGLSPPVAIFFVIYTDQAGQ.... (4) The miRNA is mmu-miR-136-5p with sequence ACUCCAUUUGUUUUGAUGAUGG. Result: 0 (no interaction). The protein sequence of the target gene is MSTPSPQLLVAAAQQTLGMGKRKCPPRATCLHLAGEVLAVARGLKPAVLYDCNSAGVLALQSYLEELQGLGFLEPGLHILEIGENNFIVSPEYACQHLEQTLLGTVAFVDVSRSQPHPSVRSVDQLPDLKSLIADVITRFRGLKKDVSQGVSYTRLHSSDWNLCTVFGILLGYPVSYTFDLNREDDNCLTMTPLRVFTARISWLPGQPSILLYSFSVPESLFPALKNFLSAWEKELRTRFRAQNAFADLSISSEVVTLPAVAL. (5) The miRNA is hsa-miR-1257 with sequence AGUGAAUGAUGGGUUCUGACC. The protein sequence of the target gene is MSSRSPRPPPRRSRRRLPRPSCCCCCCRRSHLNEDTGRFVLLAALIGLYLVAGATVFSALESPGEAEARARWGATLRNFSAAHGVAEPELRAFLRHYEAALAAGVRADALRPRWDFPGAFYFVGTVVSTIGFGMTTPATVGGKAFLIAYGLFGCAGTILFFNLFLERIISLLAFIMRACRERQLRRSGLLPATFRRGSALSEADSLAGWKPSVYHVLLILGLFAVLLSCCASAMYTSVEGWDYVDSLYFCFVTFSTIGFGDLVSSQHAAYRNQGLYRLGNFLFILLGVCCIYSLFNVISI.... Result: 0 (no interaction). (6) The miRNA is hsa-miR-125a-5p with sequence UCCCUGAGACCCUUUAACCUGUGA. The protein sequence of the target gene is MATSKLPVVPGEEENTILMAKERLEALRTAFESGDLPQAASHLQELLASTESIRLEVGVTGESGAGKSSLINALRGLEAEDPGAALTGVMETTMQPSPYPHPQFPDVTLWDLPGAGSPGCPADKYLKQVDFSRYDFFLLVSPRRCGAVETRLAAEILCQGKKFYFVRTKVDEDLAATRTQRPSGFREAAVLQEIRDHCAERLREAGVADPRIFLVSNLSPARYDFPTLVSTWEHDLPSHRRHAGLLSLPDISLEALQKKKAMLQEQVLKTALVLGVIQALPVPGLAAAYDDALLIHSLRG.... Result: 0 (no interaction). (7) The miRNA is mmu-miR-5099 with sequence UUAGAUCGAUGUGGUGCUCC. The protein sequence of the target gene is MASHTADADAKPDSDSQKLLNVLPVSLRLRTRPWWFPIQEVSNPLVLYMEAWVAERVIGTDQAEISEIEWMCQALLTVDSVNSGNLAEITIFGQPSAQTRMKNILLNMAAWHKENELQRAVKVKEVEEFLKIRASSILSKLSKKGLKLAGFPLPLEGRETQMES. Result: 1 (interaction). (8) The miRNA is cel-miR-800-3p with sequence GCCAAACUCGGAAAUUGUCUGC. The protein sequence of the target gene is MQRRRRPPPPTSRLPEGCGGGGGGSEEVEVQFSAGRWGSAAAVSAAAAAATRSTEEEEERLEREHFWKIINAFRYYGTSMHERVNRTERQFRSLPANQQKLLPQFLLHLDKIRKCIDHNQEILLTIVNDCIHMFENKEYGEDGNGKIMPASTFDMDKLKSTLKQFVRDWSETGKAERDACYQPIIKEILKNFPKERWDPSKVNILVPGAGLGRLAWEIAMLGYACQGNEWSFFMLFSSNFVLNRCSEINKYKLYPWIHQFSNNRRSADQIRPIFFPDVDPHSLPPGSNFSMTAGDFQEIY.... Result: 0 (no interaction). (9) The protein sequence of the target gene is MARLAAVLWNLCVTAVLVTSATQGLSRAGLPFGLMRRELACEGYPIELRCPGSDVIMVENANYGRTDDKICDADPFQMENVQCYLPDAFKIMSQRCNNRTQCVVVAGSDAFPDPCPGTYKYLEVQYDCVPYKVEQKVFVCPGTLQKVLEPTSTHESEHQSGAWCKDPLQAGDRIYVMPWIPYRTDTLTEYASWEDYVAARHTTTYRLPNRVDGTGFVVYDGAVFYNKERTRNIVKYDLRTRIKSGETVINTANYHDTSPYRWGGKTDIDLAVDENGLWVIYATEGNNGRLVVSQLNPYTL.... Result: 1 (interaction). The miRNA is hsa-miR-4498 with sequence UGGGCUGGCAGGGCAAGUGCUG. (10) The protein sequence of the target gene is MAAVLESLLREEVPVAAAVRWIARSTPSSEDSSEVAALSALRPLRKEFVPFLLNFLREQSSRVLPQGPSTPAKTPVASAALPARQGAPARGGRGARSQLFPAAEPLSAAAEAPLARRAGRRRGPGPGPSRERGGRGSGAAEEGASGESPPWAGGRKPKGSGSPGSPRLSLSDPPNLSNLEEFPPVGTVPPGSAGRTKPSRRINPTPVSEERSLSKPKTCFTSPPISCVPSSQPSTLDTSPWGLGLPPGCRSLQEEREMLRKARTKQLQQSPTPASPIPESGSPVPSRTGNLTAEPADPAR.... Result: 0 (no interaction). The miRNA is hsa-miR-4279 with sequence CUCUCCUCCCGGCUUC.